From a dataset of Experimentally validated miRNA-target interactions with 360,000+ pairs, plus equal number of negative samples. Binary Classification. Given a miRNA mature sequence and a target amino acid sequence, predict their likelihood of interaction. (1) The miRNA is mmu-miR-669f-3p with sequence CAUAUACAUACACACACACGUAU. The protein sequence of the target gene is MAFPVDLLDNCTHEELENSSEDYLSSLRCGDPEHPECFSSLNITIPVSLSNVGFVPLYGGNQTQKILALFAPEDSLTAVALYLVGQWWAIDDIVKTSEPSREGLKQVSTLGERVVLYVLNRIIYRKQEMERNEIPFLCHSSTDYAKILWKKGEAVGFYSVKPTGSLCASFLTQNYQLPVLDTMFIRKKYRGKDLGLHMLEDFVDSFTEDALGLRYPLSSLMYTASKQYFEKYPGDHELLWEVEGVGHWHQRVPVTRALQREAIKATDVSQYEATRPVSGEYGLAAVPEHEPGLDDTQSSE.... Result: 1 (interaction). (2) The miRNA is mmu-miR-302b-3p with sequence UAAGUGCUUCCAUGUUUUAGUAG. The protein sequence of the target gene is MEVSGPEDDPFLSQLHQVQCPVCQQMMPAAHINSHLDRCLLLHPAGHAEPAAGSHRAGERAKGPSPPGAKRRRLSESSALKQPATPTAAESSEGEGEEGDDGGETESRESYDAPPTPSGARLIPDFPVARSSSPARKGMGKRPAAAAAAGSASPRSWDEAEAQEEEEAGVDGDGDADVDGEDDPGHWDADAADASFGVSAGRAHPRALAAEEIRQMLEGKPLADKMRPDTLQDYIGQSRAVGQETLLRSLLEANEIPSLILWGPPGCGKTTLAHIIANNSKKHSIRFVTLSATNAKTNDV.... Result: 0 (no interaction). (3) The miRNA is hsa-miR-196b-3p with sequence UCGACAGCACGACACUGCCUUC. The protein sequence of the target gene is MAAAGPAAGPTGPEPMPSYAQLVQRGWGSALAAARGCTDCGWGLARRGLAEHAHLAPPELLLLALGALGWTALRSAATARLFRPLAKRCCLQPRDAAKMPESAWKFLFYLGSWSYSAYLLFGTDYPFFHDPPSVFYDWTPGMAVPRDIAAAYLLQGSFYGHSIYATLYMDTWRKDSVVMLLHHVVTLILIVSSYAFRYHNVGILVLFLHDISDVQLEFTKLNIYFKSRGGSYHRLHALAADLGCLSFGFSWFWFRLYWFPLKVLYATSHCSLRTVPDIPFYFFFNALLLLLTLMNLYWFL.... Result: 1 (interaction). (4) The miRNA is hsa-miR-15a-3p with sequence CAGGCCAUAUUGUGCUGCCUCA. The protein sequence of the target gene is MLLILLSVALLAFSSAQDLDEDVSQEDVPLVISDGGDSEQFIDEERQGPPLGGQQSQPSAGDGNQDDGPQQGPPQQGGQQQQGPPPPQGKPQGPPQQGGHPPPPQGRPQGPPQQGGHPRPPRGRPQGPPQQGGHQQGPPPPPPGKPQGPPPQGGRPQGPPQGQSPQ. Result: 0 (no interaction). (5) The miRNA is mmu-miR-574-5p with sequence UGAGUGUGUGUGUGUGAGUGUGU. The protein sequence of the target gene is MAAAAAAAGAAGSAAPAAAAGAPGSGGAPSGSQGVLIGDRLYSGVLITLENCLLPDDKLRFTPSMSSGLDTDTETDLRVVGCELIQAAGILLRLPQVAMATGQVLFQRFFYTKSFVKHSMEHVSMACVHLASKIEEAPRRIRDVINVFHRLRQLRDKKKPVPLLLDQDYVNLKNQIIKAERRVLKELGFCVHVKHPHKIIVMYLQVLECERNQHLVQTSWNYMNDSLRTDVFVRFQPESIACACIYLAARTLEIPLPNRPHWFLLFGATEEEIQEICLKILQLYARKKVDLTHLEGEVEK.... Result: 0 (no interaction). (6) The miRNA is hsa-miR-5008-5p with sequence UGAGGCCCUUGGGGCACAGUGG. The protein sequence of the target gene is MLLKEYRICMPLTVDEYKIGQLYMISKHSHEQSDRGEGVEVVQNEPFEDPHHGNGQFTEKRVYLNSKLPSWARAVVPKIFYVTEKAWNYYPYTITEYTCSFLPKFSIHIETKYEDNKGSNDTIFDNEAKDVEREVCFIDIACDEIPERYYKESEDPKHFKSEKTGRGQLREGWRDSHQPIMCSYKLVTVKFEVWGLQTRVEQFVHKVVRDILLIGHRQAFAWVDEWYDMTMDEVREFERATQEATNKKIGIFPPAISISSIPLLPSSVRSAPSSAPSTPLSTDAPEFLSVPKDRPRKKSA.... Result: 0 (no interaction). (7) The miRNA is hsa-miR-4655-3p with sequence ACCCUCGUCAGGUCCCCGGGG. The protein sequence of the target gene is MARDLIGPALPPGFKARGTAEDEERDPSPVAGPALPPNYKSSSSDSSDSDEDSSSLYEEGNQESEEDDSGPTARKQRKNQDDDDDDDDGFFGPALPPGFKKQDDSPPRPIIGPALPPGFIKSTQKSDKGRDDPGQQETDSSEDEDIIGPMPAKGPVNYNVTTEFEKRAQRMKEKLTKGDDDSSKPIVRESWMTELPPEMKDFGLGPRTFKRRADDTSGDRSIWTDTPADRERKAKETQEARKSSSKKDEEHILSGRDKRLAEQVSSYNESKRSESLMDIHHKKLKSKAAEDKNKPQERIP.... Result: 0 (no interaction). (8) The miRNA is hsa-miR-19a-3p with sequence UGUGCAAAUCUAUGCAAAACUGA. The protein sequence of the target gene is MEVMEGPLNLAHQQSRRADRLLAAGKYEEAISCHKKAAAYLSEAMKLTQSEQAHLSLELQRDSHMKQLLLIQERWKRAQREERLKAQQNTDKDAAAHLQTSHKPSAEDAEGQSPLSQKYSPSTEKCLPEIQGIFDRDPDTLLYLLQQKSEPAEPCIGSKAPKDDKTIIEEQATKIADLKRHVEFLVAENERLRKENKQLKAEKARLLKGPIEKELDVDADFVETSELWSLPPHAETATASSTWQKFAANTGKAKDIPIPNLPPLDFPSPELPLMELSEDILKGFMNN. Result: 1 (interaction). (9) The miRNA is mmu-miR-208b-3p with sequence AUAAGACGAACAAAAGGUUUGU. The protein sequence of the target gene is MSEQSICQARASVMVYDDTSKKWVPIKPGQQGFSRINIYHNTASSTFRVVGVKLQDQQVVINYSIVKGLKYNQATPTFHQWRDARQVYGLNFASKEEATTFSNAMLFALNIMNSQEGGPSTQRQVQNGPSPEEMDIQRRQVMEQQHRQESLERRISATGPILPPGHPSSAASTTLSCSGPPPPPPPPVPPPPTGSTPPPPPPLPAGGAQGTNHDESSASGLAAALAGAKLRRVQRPEDASGGSSPSGTSKSDANRASSGGGGGGLMEEMNKLLAKRRKAASQTDKPADRKEDESQTEDPS.... Result: 0 (no interaction).